This data is from Forward reaction prediction with 1.9M reactions from USPTO patents (1976-2016). The task is: Predict the product of the given reaction. (1) Given the reactants CN(C)S([N:6]1[CH:10]=[C:9]([C:11]2[CH:16]=[CH:15][CH:14]=[CH:13][CH:12]=2)[N:8]=[C:7]1[CH2:17][NH:18][C:19]1[CH:28]=[N:27][C:26]2[C:21](=[CH:22][CH:23]=[CH:24][CH:25]=2)[N:20]=1)(=O)=O.Cl, predict the reaction product. The product is: [C:11]1([C:9]2[N:8]=[C:7]([CH2:17][NH:18][C:19]3[CH:28]=[N:27][C:26]4[C:21](=[CH:22][CH:23]=[CH:24][CH:25]=4)[N:20]=3)[NH:6][CH:10]=2)[CH:16]=[CH:15][CH:14]=[CH:13][CH:12]=1. (2) The product is: [ClH:24].[CH3:6][NH:8][C@@H:9]([CH2:19][CH:20]([CH3:22])[CH3:21])/[CH:10]=[C:11](\[CH2:17][CH3:18])/[C:12]([O:14][CH2:15][CH3:16])=[O:13]. Given the reactants C(O[C:6]([N:8](C)[C@@H:9]([CH2:19][CH:20]([CH3:22])[CH3:21])/[CH:10]=[C:11](\[CH2:17][CH3:18])/[C:12]([O:14][CH2:15][CH3:16])=[O:13])=O)(C)(C)C.[ClH:24].O1CCOCC1, predict the reaction product. (3) Given the reactants [F:1][C:2]1([F:32])[O:6][C:5]2[CH:7]=[CH:8][C:9]([C:11]3([C:14]([NH:16][C:17]4[N:22]=[C:21]([C:23]5[C:24]([OH:30])=[N:25][CH:26]=[C:27]([CH3:29])[CH:28]=5)[C:20]([CH3:31])=[CH:19][CH:18]=4)=[O:15])[CH2:13][CH2:12]3)=[CH:10][C:4]=2[O:3]1.C([O-])([O-])=O.[K+].[K+].Cl[CH2:40][C:41]([O:43][CH3:44])=[O:42], predict the reaction product. The product is: [F:32][C:2]1([F:1])[O:6][C:5]2[CH:7]=[CH:8][C:9]([C:11]3([C:14]([NH:16][C:17]4[N:22]=[C:21]([C:23]5[C:24](=[O:30])[N:25]([CH2:40][C:41]([O:43][CH3:44])=[O:42])[CH:26]=[C:27]([CH3:29])[CH:28]=5)[C:20]([CH3:31])=[CH:19][CH:18]=4)=[O:15])[CH2:13][CH2:12]3)=[CH:10][C:4]=2[O:3]1.[F:32][C:2]1([F:1])[O:6][C:5]2[CH:7]=[CH:8][C:9]([C:11]3([C:14]([NH:16][C:17]4[N:22]=[C:21]([C:23]5[C:24]([O:30][CH2:40][C:41]([O:43][CH3:44])=[O:42])=[N:25][CH:26]=[C:27]([CH3:29])[CH:28]=5)[C:20]([CH3:31])=[CH:19][CH:18]=4)=[O:15])[CH2:13][CH2:12]3)=[CH:10][C:4]=2[O:3]1.